Dataset: Forward reaction prediction with 1.9M reactions from USPTO patents (1976-2016). Task: Predict the product of the given reaction. (1) Given the reactants Br[CH2:2][C:3]([N:5]1[C:13]2[C:8](=[CH:9][C:10]([O:17][CH3:18])=[C:11]([N+:14]([O-])=O)[CH:12]=2)[CH2:7][CH2:6]1)=[O:4].C([O-])([O-])=O.[K+].[K+].[CH3:25][NH:26][CH2:27][CH3:28].CO, predict the reaction product. The product is: [CH2:27]([N:26]([CH2:2][C:3]([N:5]1[C:13]2[C:8](=[CH:9][C:10]([O:17][CH3:18])=[C:11]([NH2:14])[CH:12]=2)[CH2:7][CH2:6]1)=[O:4])[CH3:25])[CH3:28]. (2) Given the reactants [CH2:1]([O:3][C:4]([C:6]1[C:7](=[O:29])[C:8]2[CH:13]=[N:12][C:11](S(C)(=O)=O)=[N:10][C:9]=2[N:18]([C:20]2[CH:21]=[C:22]3[C:26](=[CH:27][CH:28]=2)[CH2:25][CH2:24]C3)[CH:19]=1)=[O:5])[CH3:2].[CH3:30][N:31]1[CH2:36][CH2:35][N:34]([CH2:37][CH2:38][C:39]2[CH:44]=[CH:43][C:42]([NH2:45])=[CH:41][CH:40]=2)[CH2:33][CH2:32]1, predict the reaction product. The product is: [CH2:1]([O:3][C:4]([C:6]1[C:7](=[O:29])[C:8]2[CH:13]=[N:12][C:11]([NH:45][C:42]3[CH:41]=[CH:40][C:39]([CH2:38][CH2:37][N:34]4[CH2:35][CH2:36][N:31]([CH3:30])[CH2:32][CH2:33]4)=[CH:44][CH:43]=3)=[N:10][C:9]=2[N:18]([C:20]2[CH:28]=[CH:27][C:26]([C:25]#[CH:24])=[CH:22][CH:21]=2)[CH:19]=1)=[O:5])[CH3:2]. (3) Given the reactants Br[C:2]1[N:10]2[C:5]([N:6]=[N:7][C:8]3[C:14]([O:15][CH3:16])=[CH:13][C:12]([C:17]([F:20])([F:19])[F:18])=[CH:11][C:9]=32)=[C:4]([CH3:21])[N:3]=1.C(=O)([O-])[O-].[K+].[K+].CC1(C)C(C)(C)OB([C:36]2[S:37][CH:38]=[CH:39][C:40]=2[CH3:41])O1, predict the reaction product. The product is: [CH3:16][O:15][C:14]1[C:8]2[N:7]=[N:6][C:5]3=[C:4]([CH3:21])[N:3]=[C:2]([C:36]4[S:37][CH:38]=[CH:39][C:40]=4[CH3:41])[N:10]3[C:9]=2[CH:11]=[C:12]([C:17]([F:20])([F:19])[F:18])[CH:13]=1. (4) The product is: [Cl:33][CH:31]([O:30][C:28]([NH:2][CH2:3][CH:4]([CH2:16][CH:17]([CH3:19])[CH3:18])[CH2:5][C:6]([O:8][CH2:9][C:10]1[CH:11]=[CH:12][CH:13]=[CH:14][CH:15]=1)=[O:7])=[O:29])[CH3:32]. Given the reactants Cl.[NH2:2][CH2:3][CH:4]([CH2:16][CH:17]([CH3:19])[CH3:18])[CH2:5][C:6]([O:8][CH2:9][C:10]1[CH:15]=[CH:14][CH:13]=[CH:12][CH:11]=1)=[O:7].CN1CCOCC1.Cl[C:28]([O:30][CH:31]([Cl:33])[CH3:32])=[O:29], predict the reaction product. (5) Given the reactants [S:1]1[CH:5]=[CH:4][C:3]([CH:6]=[O:7])=[CH:2]1.[CH3:8][Si:9](C#N)([CH3:11])[CH3:10].[CH2:14]([N:16](CC)CC)C, predict the reaction product. The product is: [S:1]1[CH:5]=[CH:4][C:3]([CH:6]([O:7][Si:9]([CH3:11])([CH3:10])[CH3:8])[C:14]#[N:16])=[CH:2]1. (6) Given the reactants [N+:1]([C:4]1[CH:9]=[CH:8][C:7]([NH:10][CH2:11][CH2:12][N:13]2[CH2:17][CH2:16][CH2:15][CH2:14]2)=[CH:6][CH:5]=1)([O-])=O.O.NN, predict the reaction product. The product is: [N:13]1([CH2:12][CH2:11][NH:10][C:7]2[CH:6]=[CH:5][C:4]([NH2:1])=[CH:9][CH:8]=2)[CH2:17][CH2:16][CH2:15][CH2:14]1. (7) Given the reactants [Cl-].[NH4+:2].[Br:3][C:4]1[CH:5]=[CH:6][C:7]([F:23])=[C:8]([C:10]2([CH:20]([F:22])[F:21])[CH2:15][N:14]3[CH:16]=[CH:17][N:18]=[C:13]3[C:12](=S)[NH:11]2)[CH:9]=1.N.CO, predict the reaction product. The product is: [Br:3][C:4]1[CH:5]=[CH:6][C:7]([F:23])=[C:8]([C:10]2([CH:20]([F:22])[F:21])[CH2:15][N:14]3[CH:16]=[CH:17][N:18]=[C:13]3[C:12]([NH2:2])=[N:11]2)[CH:9]=1.